Regression. Given two drug SMILES strings and cell line genomic features, predict the synergy score measuring deviation from expected non-interaction effect. From a dataset of NCI-60 drug combinations with 297,098 pairs across 59 cell lines. (1) Drug 2: C1C(C(OC1N2C=NC3=C2NC=NCC3O)CO)O. Cell line: LOX IMVI. Synergy scores: CSS=61.9, Synergy_ZIP=-0.695, Synergy_Bliss=-1.45, Synergy_Loewe=-15.3, Synergy_HSA=-1.47. Drug 1: C1=NC2=C(N1)C(=S)N=CN2. (2) Drug 1: C1CC(=O)NC(=O)C1N2CC3=C(C2=O)C=CC=C3N. Drug 2: C1CN(CCN1C(=O)CCBr)C(=O)CCBr. Cell line: ACHN. Synergy scores: CSS=13.5, Synergy_ZIP=0.395, Synergy_Bliss=2.21, Synergy_Loewe=0.795, Synergy_HSA=0.859. (3) Drug 1: COC1=C(C=C2C(=C1)N=CN=C2NC3=CC(=C(C=C3)F)Cl)OCCCN4CCOCC4. Drug 2: C1=CC(=CC=C1CCCC(=O)O)N(CCCl)CCCl. Cell line: 786-0. Synergy scores: CSS=59.4, Synergy_ZIP=-4.51, Synergy_Bliss=-3.74, Synergy_Loewe=-0.679, Synergy_HSA=0.411. (4) Drug 1: C1=CC(=CC=C1CCC2=CNC3=C2C(=O)NC(=N3)N)C(=O)NC(CCC(=O)O)C(=O)O. Drug 2: CN(C(=O)NC(C=O)C(C(C(CO)O)O)O)N=O. Cell line: UACC62. Synergy scores: CSS=10.5, Synergy_ZIP=-4.73, Synergy_Bliss=-4.62, Synergy_Loewe=-1.84, Synergy_HSA=-1.42. (5) Drug 1: C1CN1P(=S)(N2CC2)N3CC3. Drug 2: CN1C2=C(C=C(C=C2)N(CCCl)CCCl)N=C1CCCC(=O)O.Cl. Cell line: SK-MEL-5. Synergy scores: CSS=20.6, Synergy_ZIP=-7.87, Synergy_Bliss=-6.02, Synergy_Loewe=-2.15, Synergy_HSA=-2.58. (6) Drug 1: CCN(CC)CCCC(C)NC1=C2C=C(C=CC2=NC3=C1C=CC(=C3)Cl)OC. Drug 2: C1CNP(=O)(OC1)N(CCCl)CCCl. Cell line: DU-145. Synergy scores: CSS=20.6, Synergy_ZIP=-3.44, Synergy_Bliss=-0.674, Synergy_Loewe=-19.1, Synergy_HSA=-1.45. (7) Cell line: HS 578T. Synergy scores: CSS=28.8, Synergy_ZIP=4.85, Synergy_Bliss=5.81, Synergy_Loewe=-7.24, Synergy_HSA=5.37. Drug 2: C(CN)CNCCSP(=O)(O)O. Drug 1: C1=CN(C(=O)N=C1N)C2C(C(C(O2)CO)O)O.Cl.